This data is from NCI-60 drug combinations with 297,098 pairs across 59 cell lines. The task is: Regression. Given two drug SMILES strings and cell line genomic features, predict the synergy score measuring deviation from expected non-interaction effect. (1) Drug 1: CC1CCCC2(C(O2)CC(NC(=O)CC(C(C(=O)C(C1O)C)(C)C)O)C(=CC3=CSC(=N3)C)C)C. Drug 2: N.N.Cl[Pt+2]Cl. Cell line: DU-145. Synergy scores: CSS=71.5, Synergy_ZIP=-2.63, Synergy_Bliss=-4.39, Synergy_Loewe=-3.39, Synergy_HSA=-0.260. (2) Drug 1: C1=C(C(=O)NC(=O)N1)N(CCCl)CCCl. Drug 2: C1=NNC2=C1C(=O)NC=N2. Cell line: CAKI-1. Synergy scores: CSS=36.5, Synergy_ZIP=-15.4, Synergy_Bliss=-13.0, Synergy_Loewe=-14.9, Synergy_HSA=-8.59.